This data is from Forward reaction prediction with 1.9M reactions from USPTO patents (1976-2016). The task is: Predict the product of the given reaction. Given the reactants Cl[CH2:2][C:3]1[CH:8]=[CH:7][CH:6]=[C:5]([O:9][CH2:10][C:11]([F:14])([F:13])[F:12])[N:4]=1.[N-:15]=[N+:16]=[N-:17].[Na+].O, predict the reaction product. The product is: [N:15]([CH2:2][C:3]1[CH:8]=[CH:7][CH:6]=[C:5]([O:9][CH2:10][C:11]([F:14])([F:13])[F:12])[N:4]=1)=[N+:16]=[N-:17].